Dataset: NCI-60 drug combinations with 297,098 pairs across 59 cell lines. Task: Regression. Given two drug SMILES strings and cell line genomic features, predict the synergy score measuring deviation from expected non-interaction effect. (1) Drug 1: CC1=C(C=C(C=C1)NC(=O)C2=CC=C(C=C2)CN3CCN(CC3)C)NC4=NC=CC(=N4)C5=CN=CC=C5. Drug 2: CCN(CC)CCCC(C)NC1=C2C=C(C=CC2=NC3=C1C=CC(=C3)Cl)OC. Cell line: MDA-MB-435. Synergy scores: CSS=14.8, Synergy_ZIP=-2.16, Synergy_Bliss=1.12, Synergy_Loewe=-8.39, Synergy_HSA=2.56. (2) Drug 1: C1CN1P(=S)(N2CC2)N3CC3. Drug 2: CNC(=O)C1=NC=CC(=C1)OC2=CC=C(C=C2)NC(=O)NC3=CC(=C(C=C3)Cl)C(F)(F)F. Cell line: SK-MEL-28. Synergy scores: CSS=10.5, Synergy_ZIP=-5.26, Synergy_Bliss=-4.53, Synergy_Loewe=-2.65, Synergy_HSA=-2.55.